This data is from Catalyst prediction with 721,799 reactions and 888 catalyst types from USPTO. The task is: Predict which catalyst facilitates the given reaction. (1) Reactant: [CH2:1]([O:3][C:4]1[N:9]=[CH:8][N:7]=[C:6]2[NH:10][N:11]=[C:12]([I:13])[C:5]=12)[CH3:2].[H-].[Na+].[C:16](Cl)([C:29]1[CH:34]=[CH:33][CH:32]=[CH:31][CH:30]=1)([C:23]1[CH:28]=[CH:27][CH:26]=[CH:25][CH:24]=1)[C:17]1[CH:22]=[CH:21][CH:20]=[CH:19][CH:18]=1. Product: [CH2:1]([O:3][C:4]1[N:9]=[CH:8][N:7]=[C:6]2[N:10]([C:16]([C:17]3[CH:22]=[CH:21][CH:20]=[CH:19][CH:18]=3)([C:29]3[CH:30]=[CH:31][CH:32]=[CH:33][CH:34]=3)[C:23]3[CH:24]=[CH:25][CH:26]=[CH:27][CH:28]=3)[N:11]=[C:12]([I:13])[C:5]=12)[CH3:2]. The catalyst class is: 3. (2) Reactant: Cl[C:2]1[N:27]=[CH:26][C:5]2[N:6]=[CH:7][N:8]=[C:9]([NH:10][C:11]3[CH:16]=[CH:15][C:14]([O:17][CH2:18][C:19]4[CH:24]=[CH:23][CH:22]=[C:21]([F:25])[CH:20]=4)=[CH:13][CH:12]=3)[C:4]=2[CH:3]=1.C([Sn](CCCC)(CCCC)[C:33]1[O:37][CH:36]=[C:35]([CH:38]=[O:39])[CH:34]=1)CCC. Product: [F:25][C:21]1[CH:20]=[C:19]([CH:24]=[CH:23][CH:22]=1)[CH2:18][O:17][C:14]1[CH:15]=[CH:16][C:11]([NH:10][C:9]2[C:4]3[CH:3]=[C:2]([C:33]4[O:37][CH:36]=[C:35]([CH:38]=[O:39])[CH:34]=4)[N:27]=[CH:26][C:5]=3[N:6]=[CH:7][N:8]=2)=[CH:12][CH:13]=1. The catalyst class is: 12. (3) Reactant: [C:1]([O:5][C:6]([NH:8][C@@H:9]([CH2:15][CH2:16][CH3:17])[C@H:10]([OH:14])[C:11]([OH:13])=O)=[O:7])([CH3:4])([CH3:3])[CH3:2].O[N:19]1[C:23]2[CH:24]=[CH:25][CH:25]=[CH:24][C:23]=2[N:19]=N1.CN(C)CCCN=C=NCC.C1(N)CC1.C([O-])(O)=O.[Na+]. Product: [CH:23]1([NH:19][C:11](=[O:13])[C@@H:10]([OH:14])[C@@H:9]([NH:8][C:6]([O:5][C:1]([CH3:2])([CH3:3])[CH3:4])=[O:7])[CH2:15][CH2:16][CH3:17])[CH2:24][CH2:25]1. The catalyst class is: 399. (4) The catalyst class is: 9. Product: [NH2:11][C:9]1[N:8]=[CH:7][N:6]=[C:5]2[N:4]([C:17]3[CH:22]=[CH:21][N+:20]([O-:23])=[CH:19][CH:18]=3)[N:3]=[C:2]([I:1])[C:10]=12. Reactant: [I:1][C:2]1[C:10]2[C:5](=[N:6][CH:7]=[N:8][C:9]=2[NH2:11])[NH:4][N:3]=1.[H-].[Na+].[N+]([C:17]1[CH:22]=[CH:21][N+:20]([O-:23])=[CH:19][CH:18]=1)([O-])=O. (5) The catalyst class is: 8. Reactant: Br[CH2:2][CH2:3][N:4]1[C:8]2[CH:9]=[CH:10][CH:11]=[CH:12][C:7]=2[N:6]([C:13]2[CH:18]=[CH:17][CH:16]=[CH:15][CH:14]=2)[S:5]1(=[O:20])=[O:19].[N:21]1([C:28]([O:30][C:31]([CH3:34])([CH3:33])[CH3:32])=[O:29])[CH2:27][CH2:26][CH2:25][NH:24][CH2:23][CH2:22]1.C(=O)([O-])[O-].[Na+].[Na+]. Product: [O:19]=[S:5]1(=[O:20])[N:4]([CH2:3][CH2:2][N:24]2[CH2:25][CH2:26][CH2:27][N:21]([C:28]([O:30][C:31]([CH3:34])([CH3:33])[CH3:32])=[O:29])[CH2:22][CH2:23]2)[C:8]2[CH:9]=[CH:10][CH:11]=[CH:12][C:7]=2[N:6]1[C:13]1[CH:18]=[CH:17][CH:16]=[CH:15][CH:14]=1. (6) Reactant: Cl.[CH:2]1([CH2:5][CH2:6][NH2:7])[CH2:4][CH2:3]1.C(N(C(C)C)CC)(C)C.[N:17]([C:20]1[CH:25]=[CH:24][C:23]([C:26]2[N:27]=[C:28]([CH3:31])[S:29][CH:30]=2)=[CH:22][CH:21]=1)=[C:18]=[O:19].[C:32](Cl)(=[O:37])[CH2:33][C:34](Cl)=[O:35]. Product: [CH:2]1([CH2:5][CH2:6][N:7]2[C:34](=[O:35])[CH2:33][C:32](=[O:37])[N:17]([C:20]3[CH:25]=[CH:24][C:23]([C:26]4[N:27]=[C:28]([CH3:31])[S:29][CH:30]=4)=[CH:22][CH:21]=3)[C:18]2=[O:19])[CH2:4][CH2:3]1. The catalyst class is: 22. (7) Reactant: [N:1]1([C:6](N2C=CN=C2)=[S:7])C=CN=[CH:2]1.[N:13]1([C:19]([O:21][C:22]([CH3:25])([CH3:24])[CH3:23])=[O:20])[CH2:18][CH2:17][NH:16][CH2:15][CH2:14]1.C[NH:27]N. Product: [CH3:2][N:1]([C:6]([N:16]1[CH2:17][CH2:18][N:13]([C:19]([O:21][C:22]([CH3:25])([CH3:24])[CH3:23])=[O:20])[CH2:14][CH2:15]1)=[S:7])[NH2:27]. The catalyst class is: 4. (8) The catalyst class is: 3. Reactant: [F:1][C:2]1[CH:9]=[C:8]([CH:10]([OH:35])[C:11]2[N:12]=[CH:13][N:14]([C:16]([C:29]3[CH:34]=[CH:33][CH:32]=[CH:31][CH:30]=3)([C:23]3[CH:28]=[CH:27][CH:26]=[CH:25][CH:24]=3)[C:17]3[CH:22]=[CH:21][CH:20]=[CH:19][CH:18]=3)[CH:15]=2)[CH:7]=[CH:6][C:3]=1[C:4]#[N:5].N1C=CC=CC=1.[C:42](OC(=O)C)(=[O:44])[CH3:43]. Product: [C:4]([C:3]1[CH:6]=[CH:7][C:8]([CH:10]([O:35][C:42](=[O:44])[CH3:43])[C:11]2[N:12]=[CH:13][N:14]([C:16]([C:23]3[CH:24]=[CH:25][CH:26]=[CH:27][CH:28]=3)([C:17]3[CH:22]=[CH:21][CH:20]=[CH:19][CH:18]=3)[C:29]3[CH:34]=[CH:33][CH:32]=[CH:31][CH:30]=3)[CH:15]=2)=[CH:9][C:2]=1[F:1])#[N:5].